The task is: Predict the reactants needed to synthesize the given product.. This data is from Full USPTO retrosynthesis dataset with 1.9M reactions from patents (1976-2016). (1) The reactants are: Cl[C:2]1[S:3][C:4]([C:7]([O:9][CH2:10][CH3:11])=[O:8])=[CH:5][N:6]=1.[NH2:12][C:13]1[CH:18]=[C:17]([Br:19])[N:16]=[C:15]([CH3:20])[N:14]=1. Given the product [Br:19][C:17]1[N:16]=[C:15]([CH3:20])[N:14]=[C:13]([NH:12][C:2]2[S:3][C:4]([C:7]([O:9][CH2:10][CH3:11])=[O:8])=[CH:5][N:6]=2)[CH:18]=1, predict the reactants needed to synthesize it. (2) Given the product [C:1]([O:5][C:6](=[O:21])[NH:7][CH2:8][CH2:9][CH2:10][CH2:11][N:12]([CH2:33][C:26]1[C:25]([O:24][CH3:23])=[C:30]([O:31][CH3:32])[CH:29]=[CH:28][N:27]=1)[CH2:13][C:14]1[C:19]([CH3:20])=[CH:18][C:17]([CH3:35])=[CH:16][N:15]=1)([CH3:4])([CH3:3])[CH3:2], predict the reactants needed to synthesize it. The reactants are: [C:1]([O:5][C:6](=[O:21])[NH:7][CH2:8][CH2:9][CH2:10][CH2:11][NH:12][CH2:13][C:14]1[C:19]([CH3:20])=[CH:18][CH:17]=[CH:16][N:15]=1)([CH3:4])([CH3:3])[CH3:2].Cl.[CH3:23][O:24][C:25]1[C:26]([CH2:33]Cl)=[NH+:27][CH:28]=[CH:29][C:30]=1[O:31][CH3:32].[CH3:35]CN(C(C)C)C(C)C. (3) Given the product [F:33][C:2]1([C:22]2[S:23][CH:24]=[CH:25][N:26]=2)[CH2:8][CH:7]2[N:9]([C:10]([C:12]3[CH:16]=[C:15]([C:17]4[CH:18]=[N:19][NH:20][CH:21]=4)[S:14][CH:13]=3)=[O:11])[CH:4]([CH2:5][CH2:6]2)[CH2:3]1, predict the reactants needed to synthesize it. The reactants are: O[C:2]1([C:22]2[S:23][CH:24]=[CH:25][N:26]=2)[CH2:8][CH:7]2[N:9]([C:10]([C:12]3[CH:16]=[C:15]([C:17]4[CH:18]=[N:19][NH:20][CH:21]=4)[S:14][CH:13]=3)=[O:11])[CH:4]([CH2:5][CH2:6]2)[CH2:3]1.CCN(S(F)(F)[F:33])CC.C(=O)([O-])O.[Na+]. (4) Given the product [Cl:1][C:2]1[CH:3]=[C:4]([F:19])[CH:5]=[C:6]2[C:10]=1[NH:9][C:8](=[O:11])[C:7]2([CH2:12][CH3:13])[CH2:14][CH2:15][CH2:16][CH2:17][N:30]1[CH2:29][CH2:28][N:27]([C:24]2[CH:23]=[CH:22][C:21]([F:20])=[CH:26][CH:25]=2)[CH2:32][CH2:31]1, predict the reactants needed to synthesize it. The reactants are: [Cl:1][C:2]1[CH:3]=[C:4]([F:19])[CH:5]=[C:6]2[C:10]=1[NH:9][C:8](=[O:11])[C:7]2([CH2:14][CH2:15][CH2:16][CH2:17]Cl)[CH2:12][CH3:13].[F:20][C:21]1[CH:26]=[CH:25][C:24]([N:27]2[CH2:32][CH2:31][NH:30][CH2:29][CH2:28]2)=[CH:23][CH:22]=1. (5) Given the product [F:1][C:2]([F:10])([F:11])[C:3]1[CH:9]=[CH:8][CH:7]=[CH:6][C:4]=1[NH:5][C:25]([CH:22]1[CH2:23][CH2:24][NH:19][CH2:20][CH2:21]1)=[O:26].[C:12]([O:16][C:17]([N:19]1[CH2:24][CH2:23][CH:22]([C:25](=[O:26])[NH:5][C:4]2[CH:6]=[CH:7][CH:8]=[CH:9][C:3]=2[C:2]([F:10])([F:11])[F:1])[CH2:21][CH2:20]1)=[O:18])([CH3:15])([CH3:14])[CH3:13], predict the reactants needed to synthesize it. The reactants are: [F:1][C:2]([F:11])([F:10])[C:3]1[CH:9]=[CH:8][CH:7]=[CH:6][C:4]=1[NH2:5].[C:12]([O:16][C:17]([N:19]1[CH2:24][CH2:23][CH:22]([C:25](Cl)=[O:26])[CH2:21][CH2:20]1)=[O:18])([CH3:15])([CH3:14])[CH3:13].C(N(CC)CC)C.O. (6) The reactants are: [CH3:1][C:2]1[C:6]([C:7]2[CH:16]=[C:15]3[C:10]([C:11]([NH:18][CH2:19][CH:20]4[CH2:25][CH2:24][O:23][CH2:22][CH2:21]4)=[C:12]([NH2:17])[CH:13]=[N:14]3)=[CH:9][C:8]=2[O:26][CH3:27])=[C:5]([CH3:28])[O:4][N:3]=1.[CH2:29]([N:31]=[C:32]=S)[CH3:30].C(Cl)CCl. Given the product [CH3:1][C:2]1[C:6]([C:7]2[C:8]([O:26][CH3:27])=[CH:9][C:10]3[C:11]4[N:18]([CH2:19][CH:20]5[CH2:21][CH2:22][O:23][CH2:24][CH2:25]5)[C:32]([NH:31][CH2:29][CH3:30])=[N:17][C:12]=4[CH:13]=[N:14][C:15]=3[CH:16]=2)=[C:5]([CH3:28])[O:4][N:3]=1, predict the reactants needed to synthesize it.